From a dataset of Reaction yield outcomes from USPTO patents with 853,638 reactions. Predict the reaction yield, written as a fraction of the theoretical maximum amount of product (1.0 means a 100% yield; for example, 0.34 means a 34% yield). (1) The reactants are CN(C)C=O.[OH:6][C:7]1[CH:8]=[C:9]2[C:14](=[CH:15][CH:16]=1)[CH2:13][N:12]([C:17]([O:19][C:20]([CH3:23])([CH3:22])[CH3:21])=[O:18])[CH2:11][CH2:10]2.Cl[C:25]([F:30])([F:29])C([O-])=O.[Na+].C(=O)([O-])[O-].[Cs+].[Cs+]. The catalyst is O. The product is [F:29][CH:25]([F:30])[O:6][C:7]1[CH:8]=[C:9]2[C:14](=[CH:15][CH:16]=1)[CH2:13][N:12]([C:17]([O:19][C:20]([CH3:23])([CH3:22])[CH3:21])=[O:18])[CH2:11][CH2:10]2. The yield is 0.310. (2) The reactants are Br[C:2]1[C:11]2[C:6](=[CH:7][CH:8]=[C:9]([OH:12])[CH:10]=2)[N:5]=[C:4]([C:13]2[CH:18]=[CH:17][C:16]([OH:19])=[C:15]([F:20])[CH:14]=2)[CH:3]=1.[F:21][C:22]1[CH:27]=[CH:26][C:25](B(O)O)=[CH:24][CH:23]=1. No catalyst specified. The product is [F:20][C:15]1[CH:14]=[C:13]([C:4]2[CH:3]=[C:2]([C:25]3[CH:26]=[CH:27][C:22]([F:21])=[CH:23][CH:24]=3)[C:11]3[C:6](=[CH:7][CH:8]=[C:9]([OH:12])[CH:10]=3)[N:5]=2)[CH:18]=[CH:17][C:16]=1[OH:19]. The yield is 0.900. (3) The reactants are [NH2:1][C:2]1[N:7]=[C:6](Cl)[CH:5]=[C:4](Cl)[N:3]=1.[CH2:10]([NH2:16])[CH2:11][CH2:12][CH2:13][CH2:14][CH3:15].C([OH:19])C. The catalyst is O. The product is [NH2:1][C:2]1[N+:7]([O-:19])=[C:6]([NH:16][CH2:10][CH2:11][CH2:12][CH2:13][CH2:14][CH3:15])[CH:5]=[CH:4][N:3]=1. The yield is 0.620. (4) The reactants are [NH2:1][C:2]1[CH:10]=[CH:9][C:5]([C:6]([OH:8])=[O:7])=[CH:4][CH:3]=1.OS(O)(=O)=O.[CH3:16]COC(C)=O. The catalyst is CO. The product is [NH2:1][C:2]1[CH:10]=[CH:9][C:5]([C:6]([O:8][CH3:16])=[O:7])=[CH:4][CH:3]=1. The yield is 0.930. (5) The reactants are [F:1][C:2]1[CH:3]=[CH:4][C:5]([NH:8][NH2:9])=[N:6][CH:7]=1.[F:10][C@H:11]1[CH2:15][N:14]([CH3:16])[C@H:13]([C:17](O)=[O:18])[CH2:12]1.C1C=CC2N(O)N=NC=2C=1.C(Cl)CCl. The catalyst is C(Cl)Cl.CN(C=O)C.O. The product is [F:1][C:2]1[CH:3]=[CH:4][C:5]([NH:8][NH:9][C:17]([C@@H:13]2[CH2:12][C@@H:11]([F:10])[CH2:15][N:14]2[CH3:16])=[O:18])=[N:6][CH:7]=1. The yield is 0.350. (6) The yield is 0.770. The reactants are [C:1]1([C:16]2[CH:21]=[CH:20][CH:19]=[CH:18][CH:17]=2)[CH:6]=[CH:5][C:4]([CH:7]([NH:14][CH3:15])[CH2:8][N:9]2[CH2:13][CH2:12][CH2:11][CH2:10]2)=[CH:3][CH:2]=1.[CH2:22]([O:24][C:25]([C:27]1[CH:28]=[CH:29][C:30]2[O:35][CH2:34][C:33](=[O:36])[N:32]([CH2:37][C:38]([OH:40])=O)[C:31]=2[CH:41]=1)=[O:26])[CH3:23].C(N(CC)CC)C.F[P-](F)(F)(F)(F)F.N1(O[P+](N(C)C)(N(C)C)N(C)C)C2C=CC=CC=2N=N1.FC(F)(F)C(O)=O. The product is [C:1]1([C:16]2[CH:17]=[CH:18][CH:19]=[CH:20][CH:21]=2)[CH:6]=[CH:5][C:4]([CH:7]([N:14]([CH3:15])[C:38](=[O:40])[CH2:37][N:32]2[C:31]3[CH:41]=[C:27]([C:25]([O:24][CH2:22][CH3:23])=[O:26])[CH:28]=[CH:29][C:30]=3[O:35][CH2:34][C:33]2=[O:36])[CH2:8][N:9]2[CH2:13][CH2:12][CH2:11][CH2:10]2)=[CH:3][CH:2]=1. The catalyst is C(Cl)Cl.CC#N.O. (7) The product is [F:27][C:25]([F:26])([F:28])[C:23]1[CH:22]=[N:21][N:20]2[CH:8]=[CH:9][N:18]=[C:19]2[N:24]=1. The reactants are C(OC(O[CH2:8][CH3:9])CBr)C.C(O)C.C(=O)([O-])O.[Na+].[NH2:18][C:19]1[N:20]=[N:21][CH:22]=[C:23]([C:25]([F:28])([F:27])[F:26])[N:24]=1. The catalyst is Br.O. The yield is 0.220.